From a dataset of Full USPTO retrosynthesis dataset with 1.9M reactions from patents (1976-2016). Predict the reactants needed to synthesize the given product. (1) Given the product [NH:16]1[C:1]([N:3]([CH2:5][CH2:6][CH2:7][NH:8][C:9](=[O:15])[O:10][C:11]([CH3:12])([CH3:14])[CH3:13])[NH2:4])=[N:2][N:18]=[N:17]1, predict the reactants needed to synthesize it. The reactants are: [C:1]([N:3]([CH2:5][CH2:6][CH2:7][NH:8][C:9](=[O:15])[O:10][C:11]([CH3:14])([CH3:13])[CH3:12])[NH2:4])#[N:2].[N-:16]=[N+:17]=[N-:18].[Na+].[Cl-].[NH4+]. (2) Given the product [CH3:7][C:4]1[S:5][CH:6]=[C:2]([C:11]#[C:10][CH2:9][CH2:8][C:12]2[N:13]=[C:14]3[CH:19]=[CH:18][CH:17]=[CH:16][N:15]3[CH:20]=2)[N:3]=1, predict the reactants needed to synthesize it. The reactants are: I[C:2]1[N:3]=[C:4]([CH3:7])[S:5][CH:6]=1.[CH2:8]([C:12]1[N:13]=[C:14]2[CH:19]=[CH:18][CH:17]=[CH:16][N:15]2[CH:20]=1)[CH2:9][C:10]#[CH:11]. (3) Given the product [S:1](=[O:32])(=[O:33])([O:3][CH2:4][C@@H:5]1[CH2:9][C@@H:8]([N:10]2[C:14]3[N:15]=[CH:16][N:17]=[C:18]([NH:19][CH2:20][CH:21]4[CH2:22][CH2:23]4)[C:13]=3[CH:12]=[CH:11]2)[CH2:7][C@@H:6]1[OH:24])[NH2:2], predict the reactants needed to synthesize it. The reactants are: [S:1](=[O:33])(=[O:32])([O:3][CH2:4][C@@H:5]1[CH2:9][C@@H:8]([N:10]2[C:14]3[N:15]=[CH:16][N:17]=[C:18]([NH:19][CH2:20][CH:21]4[CH2:23][CH2:22]4)[C:13]=3[CH:12]=[CH:11]2)[CH2:7][C@@H:6]1[O:24][Si](C(C)(C)C)(C)C)[NH2:2]. (4) The reactants are: Cl[CH:2]([CH:15]1[CH2:20][CH2:19][CH2:18][CH2:17][CH2:16]1)[C:3]1[O:4][C:5]2[CH:12]=[CH:11][C:10]([O:13][CH3:14])=[CH:9][C:6]=2[C:7]=1[CH3:8].[NH2:21][C:22]1[CH:27]=[CH:26][C:25]([C:28]([NH:30][CH2:31][CH2:32][C:33]([O:35]CC)=[O:34])=[O:29])=[CH:24][CH:23]=1. Given the product [CH:15]1([CH:2]([NH:21][C:22]2[CH:23]=[CH:24][C:25]([C:28]([NH:30][CH2:31][CH2:32][C:33]([OH:35])=[O:34])=[O:29])=[CH:26][CH:27]=2)[C:3]2[O:4][C:5]3[CH:12]=[CH:11][C:10]([O:13][CH3:14])=[CH:9][C:6]=3[C:7]=2[CH3:8])[CH2:20][CH2:19][CH2:18][CH2:17][CH2:16]1, predict the reactants needed to synthesize it. (5) Given the product [NH2:7][CH2:8][C:9]1[CH:14]=[CH:13][C:12]([O:15][CH2:16][CH2:17][OH:18])=[CH:11][C:10]=1[O:19][CH3:20], predict the reactants needed to synthesize it. The reactants are: C(OC(=O)[NH:7][CH2:8][C:9]1[CH:14]=[CH:13][C:12]([O:15][CH2:16][CH2:17][OH:18])=[CH:11][C:10]=1[O:19][CH3:20])(C)(C)C.Cl. (6) Given the product [CH2:8]([NH:12][C:13]1[N:21]=[C:20]2[C:16]([N:17]=[C:18]([O:22][CH3:23])[N:19]2[CH2:32][CH2:33][CH2:34][CH2:35][N:37]2[CH2:42][CH2:41][CH2:40][CH2:39][CH2:38]2)=[C:15]([NH2:24])[N:14]=1)[CH2:9][CH2:10][CH3:11], predict the reactants needed to synthesize it. The reactants are: FC(F)(F)C(O)=O.[CH2:8]([NH:12][C:13]1[NH:21][C:20]2[C:16]([N:17]=[C:18]([O:22][CH3:23])[N:19]=2)=[C:15]([NH2:24])[N:14]=1)[CH2:9][CH2:10][CH3:11].C(=O)([O-])[O-].[K+].[K+].Br[CH2:32][CH2:33][CH2:34][CH2:35]Cl.[NH:37]1[CH2:42][CH2:41][CH2:40][CH2:39][CH2:38]1.C(N(CC)CC)C.